Task: Regression. Given a peptide amino acid sequence and an MHC pseudo amino acid sequence, predict their binding affinity value. This is MHC class I binding data.. Dataset: Peptide-MHC class I binding affinity with 185,985 pairs from IEDB/IMGT (1) The peptide sequence is SSLENFRAYV. The MHC is HLA-A02:01 with pseudo-sequence HLA-A02:01. The binding affinity (normalized) is 0.545. (2) The peptide sequence is TIHLATAPK. The binding affinity (normalized) is 0.283. The MHC is HLA-A69:01 with pseudo-sequence HLA-A69:01.